From a dataset of Catalyst prediction with 721,799 reactions and 888 catalyst types from USPTO. Predict which catalyst facilitates the given reaction. (1) Product: [CH3:1][N:2]([CH3:19])[C:3]([N:5]1[CH2:11][CH2:10][C:9]2[CH:12]=[C:13]([NH2:16])[CH:14]=[CH:15][C:8]=2[CH2:7][CH2:6]1)=[O:4]. Reactant: [CH3:1][N:2]([CH3:19])[C:3]([N:5]1[CH2:11][CH2:10][C:9]2[CH:12]=[C:13]([N+:16]([O-])=O)[CH:14]=[CH:15][C:8]=2[CH2:7][CH2:6]1)=[O:4]. The catalyst class is: 19. (2) Reactant: [O:1]([C:8]1[CH:13]=[CH:12][C:11]([OH:14])=[CH:10][CH:9]=1)[C:2]1[CH:7]=[CH:6][CH:5]=[CH:4][CH:3]=1.[N+:15]([O-])([OH:17])=[O:16]. Product: [N+:15]([C:10]1[CH:9]=[C:8]([O:1][C:2]2[CH:7]=[CH:6][CH:5]=[CH:4][CH:3]=2)[CH:13]=[CH:12][C:11]=1[OH:14])([O-:17])=[O:16]. The catalyst class is: 52. (3) Reactant: CC1C=CC(S(O[CH2:12][CH:13]2[CH2:22][CH2:21][C:20]3[C:15](=[CH:16][C:17]([S:23]([CH3:26])(=[O:25])=[O:24])=[CH:18][CH:19]=3)[O:14]2)(=O)=O)=CC=1.[CH2:27]([NH:29][CH2:30][CH2:31][CH3:32])[CH3:28]. Product: [CH2:27]([N:29]([CH2:12][CH:13]1[CH2:22][CH2:21][C:20]2[C:15](=[CH:16][C:17]([S:23]([CH3:26])(=[O:24])=[O:25])=[CH:18][CH:19]=2)[O:14]1)[CH2:30][CH2:31][CH3:32])[CH3:28]. The catalyst class is: 10. (4) Reactant: Br[C:2]1[CH:3]=[C:4]([SH:8])[CH:5]=[CH:6][CH:7]=1.[H-].[Na+].C([Li])CCC.[CH3:16][CH2:17][C:18](=[O:21])[CH2:19][CH3:20].Cl. Product: [SH:8][C:4]1[CH:3]=[C:2]([C:18]([OH:21])([CH2:19][CH3:20])[CH2:17][CH3:16])[CH:7]=[CH:6][CH:5]=1. The catalyst class is: 1. (5) Reactant: [F:1][C:2]1[C:10]([C:11]([F:14])([F:13])[F:12])=[N:9][CH:8]=[CH:7][C:3]=1[C:4]([OH:6])=O.[F:15][C:16]1[C:17]([C:33]2[CH:34]=[N:35][N:36]([C:38]3([CH2:48][C:49]#[N:50])[CH2:41][N:40]([CH:42]4[CH2:47][CH2:46][NH:45][CH2:44][CH2:43]4)[CH2:39]3)[CH:37]=2)=[C:18]2[CH:24]=[CH:23][N:22](COCC[Si](C)(C)C)[C:19]2=[N:20][CH:21]=1.F[P-](F)(F)(F)(F)F.N1(O[P+](N(C)C)(N(C)C)N(C)C)C2C=CC=CC=2N=N1.C(N(CC)CC)C.FC(F)(F)C(O)=O.C(N)CN. Product: [F:15][C:16]1[C:17]([C:33]2[CH:34]=[N:35][N:36]([C:38]3([CH2:48][C:49]#[N:50])[CH2:41][N:40]([CH:42]4[CH2:43][CH2:44][N:45]([C:4](=[O:6])[C:3]5[CH:7]=[CH:8][N:9]=[C:10]([C:11]([F:14])([F:13])[F:12])[C:2]=5[F:1])[CH2:46][CH2:47]4)[CH2:39]3)[CH:37]=2)=[C:18]2[CH:24]=[CH:23][NH:22][C:19]2=[N:20][CH:21]=1. The catalyst class is: 2. (6) Reactant: [CH3:1][N:2]1[C:14]2[CH2:13][CH2:12][C@@H:11]([CH:15]3[CH2:20][CH2:19][O:18][CH2:17][CH2:16]3)[CH2:10][C:9]=2[C:8]2[C:3]1=[CH:4][CH:5]=[C:6]([C:21](O)=[O:22])[CH:7]=2.Cl.[CH2:25]([NH:27][CH2:28][CH2:29][CH2:30][C:31]([NH:33][CH2:34][CH2:35][OH:36])=[O:32])[CH3:26].F[P-](F)(F)(F)(F)F.N1(OC(N(C)C)=[N+](C)C)C2N=CC=CC=2N=N1.C(N(CC)C(C)C)(C)C. Product: [CH2:25]([N:27]([CH2:28][CH2:29][CH2:30][C:31]([NH:33][CH2:34][CH2:35][OH:36])=[O:32])[C:21]([C:6]1[CH:7]=[C:8]2[C:3](=[CH:4][CH:5]=1)[N:2]([CH3:1])[C:14]1[CH2:13][CH2:12][C@@H:11]([CH:15]3[CH2:20][CH2:19][O:18][CH2:17][CH2:16]3)[CH2:10][C:9]2=1)=[O:22])[CH3:26]. The catalyst class is: 3.